The task is: Predict the reaction yield, written as a fraction of the theoretical maximum amount of product (1.0 means a 100% yield; for example, 0.34 means a 34% yield).. This data is from Reaction yield outcomes from USPTO patents with 853,638 reactions. (1) The reactants are [CH2:1]([NH:3][C:4]1[C:9](I)=[C:8]([CH3:11])[N:7]=[C:6]([S:12][CH3:13])[N:5]=1)[CH3:2].[C:14]([O:18][CH2:19][CH3:20])(=[O:17])[CH:15]=[CH2:16].C(N(CC)CC)C. The catalyst is CC(N(C)C)=O.C(OCC)(=O)C.CCCCCC.CC([O-])=O.CC([O-])=O.[Pd+2]. The product is [CH2:19]([O:18][C:14](=[O:17])/[CH:15]=[CH:16]/[C:9]1[C:4]([NH:3][CH2:1][CH3:2])=[N:5][C:6]([S:12][CH3:13])=[N:7][C:8]=1[CH3:11])[CH3:20]. The yield is 0.730. (2) The reactants are [Na].[NH2:2][C:3]1[CH:11]=[CH:10][C:6]([C:7]([O-:9])=[O:8])=[CH:5][CH:4]=1.[K+].Cl[CH2:14][CH2:15][CH2:16]Cl.[NH2:18][C:19]1[CH:27]=[CH:26][C:22]([C:23]([O-:25])=[O:24])=[CH:21][CH:20]=1.[Na+]. The catalyst is CS(C)=O.CN1CCCC1=O.CN(C)C=O. The product is [NH2:2][C:3]1[CH:11]=[CH:10][C:6]([C:7]([O:9][CH2:14][CH2:15][CH2:16][O:25][C:23](=[O:24])[C:22]2[CH:26]=[CH:27][C:19]([NH2:18])=[CH:20][CH:21]=2)=[O:8])=[CH:5][CH:4]=1. The yield is 0.915. (3) The reactants are [F:1][C:2]1[CH:9]=[CH:8][CH:7]=[CH:6][C:3]=1[C:4]#[N:5].[CH3:10][CH:11]([CH3:15])[CH2:12][CH:13]=[O:14]. No catalyst specified. The product is [F:1][C:2]1[C:9]([CH:13]([OH:14])[CH2:12][CH:11]([CH3:15])[CH3:10])=[CH:8][CH:7]=[CH:6][C:3]=1[C:4]#[N:5]. The yield is 0.250.